From a dataset of Forward reaction prediction with 1.9M reactions from USPTO patents (1976-2016). Predict the product of the given reaction. (1) Given the reactants [CH:1]1[C:14]2[CH:13](O)[C:12]3[C:7](=[CH:8][CH:9]=[CH:10][CH:11]=3)[S:6][C:5]=2[CH:4]=[CH:3][CH:2]=1.O=S(Cl)Cl.[C:20]([Cu])#[N:21].C1C2CC3C(=CC=CC=3)SC=2C=CC=1.C1C2C(=O)C3C(=CC=CC=3)SC=2C=CC=1, predict the reaction product. The product is: [CH:1]1[C:14]2[CH:13]([C:20]#[N:21])[C:12]3[C:7](=[CH:8][CH:9]=[CH:10][CH:11]=3)[S:6][C:5]=2[CH:4]=[CH:3][CH:2]=1. (2) Given the reactants [Cl:1][C:2]1[CH:32]=[CH:31][CH:30]=[C:29]([F:33])[C:3]=1[CH2:4][C@H:5]([C:9](=[O:28])[N:10]1[C@@H:14](C2C=CC=CC=2)[C@@H:13]([C:21]2C=C[CH:24]=[CH:23][CH:22]=2)O[C:11]1=O)[CH2:6]C=O.C1(N)CCCCC1.CC(O)=O.[BH-](OC(C)=O)(OC(C)=O)OC(C)=O.[Na+], predict the reaction product. The product is: [Cl:1][C:2]1[CH:32]=[CH:31][CH:30]=[C:29]([F:33])[C:3]=1[CH2:4][C@H:5]1[CH2:6][CH2:11][N:10]([CH:14]2[CH2:13][CH2:21][CH2:22][CH2:23][CH2:24]2)[C:9]1=[O:28].